This data is from Full USPTO retrosynthesis dataset with 1.9M reactions from patents (1976-2016). The task is: Predict the reactants needed to synthesize the given product. (1) Given the product [Br:12][C:8]1[C:9]([CH3:11])=[CH:10][C:2]([Br:1])=[C:3]2[C:7]=1[CH:6]=[C:5]([CH3:14])[CH2:4]2, predict the reactants needed to synthesize it. The reactants are: [Br:1][C:2]1[CH:10]=[C:9]([CH3:11])[C:8]([Br:12])=[C:7]2[C:3]=1[CH2:4][CH:5]([CH3:14])[C:6]2=O.[BH4-].[Na+].Cl. (2) Given the product [CH3:13][O:10][C:9](=[O:11])[CH2:8][C:4]1[CH:5]=[CH:6][CH:7]=[C:2]([NH2:1])[CH:3]=1, predict the reactants needed to synthesize it. The reactants are: [NH2:1][C:2]1[CH:3]=[C:4]([CH2:8][C:9]([OH:11])=[O:10])[CH:5]=[CH:6][CH:7]=1.Cl.[C:13]([O-])(O)=O.[Na+]. (3) Given the product [Cl:13][CH2:12][C:4]1[N:3]=[C:2]([NH:17][CH:14]([CH3:16])[CH3:15])[C:11]2[C:6](=[CH:7][CH:8]=[CH:9][CH:10]=2)[N:5]=1, predict the reactants needed to synthesize it. The reactants are: Cl[C:2]1[C:11]2[C:6](=[CH:7][CH:8]=[CH:9][CH:10]=2)[N:5]=[C:4]([CH2:12][Cl:13])[N:3]=1.[CH:14]([NH2:17])([CH3:16])[CH3:15].C(N(C(C)C)CC)(C)C. (4) Given the product [O:1]=[C:2]1[C:7]([CH:8]=[O:9])=[CH:6][CH:5]=[CH:4][N:3]1[C:15]1[CH:16]=[CH:11][CH:12]=[C:13]([N:17]2[CH2:22][CH2:21][O:20][CH2:19][C:18]2=[O:23])[CH:14]=1, predict the reactants needed to synthesize it. The reactants are: [O:1]=[C:2]1[C:7]([CH:8]=[O:9])=[CH:6][CH:5]=[CH:4][NH:3]1.I[C:11]1[CH:12]=[C:13]([N:17]2[CH2:22][CH2:21][O:20][CH2:19][C:18]2=[O:23])[CH:14]=[CH:15][CH:16]=1.OC1C=CC=C2C=1N=CC=C2.C(=O)([O-])[O-].[K+].[K+].[OH-].[NH4+].